From a dataset of Full USPTO retrosynthesis dataset with 1.9M reactions from patents (1976-2016). Predict the reactants needed to synthesize the given product. (1) The reactants are: Br[CH2:2][C:3]1[C:7]([C:8]([O:10]C(C)(C)C)=[O:9])=[CH:6][N:5]([C:15]2[CH:20]=[CH:19][CH:18]=[CH:17][C:16]=2[F:21])[N:4]=1.[CH3:22][O-:23].[Na+].[OH-].[Na+]. Given the product [F:21][C:16]1[CH:17]=[CH:18][CH:19]=[CH:20][C:15]=1[N:5]1[CH:6]=[C:7]([C:8]([OH:10])=[O:9])[C:3]([CH2:2][O:23][CH3:22])=[N:4]1, predict the reactants needed to synthesize it. (2) Given the product [CH2:1]([N:8]([CH2:9][C:10]1[CH:11]=[N:12][CH:13]=[C:14]([Br:16])[CH:15]=1)[C:22](=[O:23])[O:21][C:18]([CH3:20])([CH3:19])[CH3:17])[C:2]1[CH:3]=[CH:4][CH:5]=[CH:6][CH:7]=1, predict the reactants needed to synthesize it. The reactants are: [CH2:1]([NH:8][CH2:9][C:10]1[CH:11]=[N:12][CH:13]=[C:14]([Br:16])[CH:15]=1)[C:2]1[CH:7]=[CH:6][CH:5]=[CH:4][CH:3]=1.[CH3:17][C:18]([O:21][C:22](O[C:22]([O:21][C:18]([CH3:20])([CH3:19])[CH3:17])=[O:23])=[O:23])([CH3:20])[CH3:19]. (3) Given the product [ClH:21].[ClH:21].[NH:8]1[CH2:12][CH2:11][C@H:10]([CH2:13][NH:14][CH2:15][C:16]([O:18][CH2:19][CH3:20])=[O:17])[CH2:9]1, predict the reactants needed to synthesize it. The reactants are: C([N:8]1[CH2:12][CH2:11][C@@H:10]([CH2:13][NH:14][CH2:15][C:16]([O:18][CH2:19][CH3:20])=[O:17])[CH2:9]1)C1C=CC=CC=1.[ClH:21]. (4) The reactants are: [CH2:1]([O:3][C:4]([CH:6]1[C:15]2[C:10](=[CH:11][C:12]([O:17][Si](C(C)(C)C)(C)C)=[C:13]([CH3:16])[CH:14]=2)[C:9]([CH3:26])([CH3:25])[CH2:8][CH2:7]1)=[O:5])[CH3:2].[F-].C([N+](CCCC)(CCCC)CCCC)CCC.O1CCCC1.C1C=CC(N([S:57]([C:60]([F:63])([F:62])[F:61])(=[O:59])=[O:58])[S:57]([C:60]([F:63])([F:62])[F:61])(=[O:59])=[O:58])=CC=1. Given the product [CH2:1]([O:3][C:4]([CH:6]1[C:15]2[C:10](=[CH:11][C:12]([O:17][S:57]([C:60]([F:63])([F:62])[F:61])(=[O:59])=[O:58])=[C:13]([CH3:16])[CH:14]=2)[C:9]([CH3:26])([CH3:25])[CH2:8][CH2:7]1)=[O:5])[CH3:2], predict the reactants needed to synthesize it.